This data is from Retrosynthesis with 50K atom-mapped reactions and 10 reaction types from USPTO. The task is: Predict the reactants needed to synthesize the given product. (1) Given the product COC(=O)c1cc2ccc(Cl)cc2nc1C(=O)OC, predict the reactants needed to synthesize it. The reactants are: COC(=O)c1nc2cc(Cl)ccc2c(Cl)c1C(=O)OC. (2) Given the product C#Cc1ncccc1C(=O)OCC, predict the reactants needed to synthesize it. The reactants are: CCOC(=O)c1cccnc1C#C[Si](C)(C)C.